This data is from Catalyst prediction with 721,799 reactions and 888 catalyst types from USPTO. The task is: Predict which catalyst facilitates the given reaction. (1) Reactant: [OH:1][C:2]([C:36]1[CH:41]=[CH:40][CH:39]=[CH:38][CH:37]=1)([C:30]1[CH:35]=[CH:34][CH:33]=[CH:32][CH:31]=1)[CH:3]1[CH2:8][CH2:7][N:6]([CH2:9][CH2:10][CH2:11][C:12]([C:17]2[CH:22]=[CH:21][C:20]([C:23]([CH3:29])([CH3:28])[C:24]([O:26][CH3:27])=[O:25])=[CH:19][CH:18]=2)(OC)[O:13]C)[CH2:5][CH2:4]1.CO.S(=O)(=O)(O)O.N. Product: [OH:1][C:2]([C:36]1[CH:41]=[CH:40][CH:39]=[CH:38][CH:37]=1)([C:30]1[CH:35]=[CH:34][CH:33]=[CH:32][CH:31]=1)[CH:3]1[CH2:8][CH2:7][N:6]([CH2:9][CH2:10][CH2:11][C:12]([C:17]2[CH:22]=[CH:21][C:20]([C:23]([CH3:29])([CH3:28])[C:24]([O:26][CH3:27])=[O:25])=[CH:19][CH:18]=2)=[O:13])[CH2:5][CH2:4]1. The catalyst class is: 6. (2) Reactant: CS[C:3]1[N:8]=[C:7]([C:9]2[N:13]3[CH:14]=[CH:15][CH:16]=[CH:17][C:12]3=[N:11][CH:10]=2)[CH:6]=[CH:5][N:4]=1.[NH2:18][C:19]1[CH:20]=[C:21]([CH:30]=[CH:31][CH:32]=1)[C:22]([C:24]1[CH:29]=[CH:28][CH:27]=[CH:26][CH:25]=1)=[O:23].[H-].[Na+]. Product: [C:22]([C:21]1[CH:20]=[C:19]([CH:32]=[CH:31][CH:30]=1)[NH:18][C:3]1[N:8]=[C:7]([C:9]2[N:13]3[CH:14]=[CH:15][CH:16]=[CH:17][C:12]3=[N:11][CH:10]=2)[CH:6]=[CH:5][N:4]=1)(=[O:23])[C:24]1[CH:25]=[CH:26][CH:27]=[CH:28][CH:29]=1. The catalyst class is: 9. (3) Reactant: [N:1]1([C:7]2[CH:13]=[CH:12][CH:11]=[CH:10][C:8]=2[NH2:9])[CH2:6][CH2:5][CH2:4][CH2:3][CH2:2]1.[CH3:14][O:15][C:16]1[CH:23]=[CH:22][C:19]([CH2:20]Br)=[CH:18][CH:17]=1.C(=O)([O-])[O-].[K+].[K+]. Product: [CH3:14][O:15][C:16]1[CH:23]=[CH:22][C:19]([CH2:20][NH:9][C:8]2[CH:10]=[CH:11][CH:12]=[CH:13][C:7]=2[N:1]2[CH2:6][CH2:5][CH2:4][CH2:3][CH2:2]2)=[CH:18][CH:17]=1. The catalyst class is: 3. (4) Reactant: C(OC([NH:8][CH2:9][CH:10]([C:25]1[CH:30]=[CH:29][C:28]([Cl:31])=[CH:27][CH:26]=1)[CH2:11][C:12]([NH:14][C:15]1[CH:23]=[CH:22][C:18]([C:19]([NH2:21])=[O:20])=[C:17]([F:24])[CH:16]=1)=[O:13])=O)(C)(C)C.Cl. Product: [NH3:8].[NH2:8][CH2:9][CH:10]([C:25]1[CH:26]=[CH:27][C:28]([Cl:31])=[CH:29][CH:30]=1)[CH2:11][C:12]([NH:14][C:15]1[CH:23]=[CH:22][C:18]([C:19]([NH2:21])=[O:20])=[C:17]([F:24])[CH:16]=1)=[O:13]. The catalyst class is: 269.